Dataset: Full USPTO retrosynthesis dataset with 1.9M reactions from patents (1976-2016). Task: Predict the reactants needed to synthesize the given product. (1) Given the product [CH2:8]([NH:9][S:23]([C:17]1[CH:22]=[CH:21][CH:20]=[CH:19][CH:18]=1)(=[O:25])=[O:24])[CH2:7][C:1]1[CH:6]=[CH:5][CH:4]=[CH:3][CH:2]=1, predict the reactants needed to synthesize it. The reactants are: [C:1]1([CH2:7][CH2:8][NH2:9])[CH:6]=[CH:5][CH:4]=[CH:3][CH:2]=1.CCN(CC)CC.[C:17]1([S:23](Cl)(=[O:25])=[O:24])[CH:22]=[CH:21][CH:20]=[CH:19][CH:18]=1. (2) Given the product [CH3:42][O:41][C:35]1[CH:34]=[C:33]([C:31](=[O:32])[CH2:30][N:9]2[C:10](=[O:11])[C:5]3[CH:4]=[C:3]([CH2:1][CH3:2])[S:28][C:6]=3[N:7]([CH2:13][C:14]3[CH:19]=[CH:18][C:17]([C:20]4[C:21]([C:26]#[N:27])=[CH:22][CH:23]=[CH:24][CH:25]=4)=[CH:16][CH:15]=3)[C:8]2=[O:12])[CH:38]=[C:37]([O:39][CH3:40])[CH:36]=1, predict the reactants needed to synthesize it. The reactants are: [CH2:1]([C:3]1[S:28][C:6]2[N:7]([CH2:13][C:14]3[CH:19]=[CH:18][C:17]([C:20]4[C:21]([C:26]#[N:27])=[CH:22][CH:23]=[CH:24][CH:25]=4)=[CH:16][CH:15]=3)[C:8](=[O:12])[NH:9][C:10](=[O:11])[C:5]=2[CH:4]=1)[CH3:2].Br[CH2:30][C:31]([C:33]1[CH:38]=[C:37]([O:39][CH3:40])[CH:36]=[C:35]([O:41][CH3:42])[CH:34]=1)=[O:32].CN(C)C=O.[H-].[Na+].